This data is from Forward reaction prediction with 1.9M reactions from USPTO patents (1976-2016). The task is: Predict the product of the given reaction. (1) Given the reactants [Li+].[OH-].C[O:4][C:5](=[O:26])[CH2:6][CH2:7][C:8]1[N:9]=[C:10]([N:21]([CH:23]2[CH2:25][CH2:24]2)[CH3:22])[C:11]2[C:16]3[CH2:17][CH2:18][CH2:19][CH2:20][C:15]=3[S:14][C:12]=2[N:13]=1.Cl, predict the reaction product. The product is: [CH:23]1([N:21]([CH3:22])[C:10]2[C:11]3[C:16]4[CH2:17][CH2:18][CH2:19][CH2:20][C:15]=4[S:14][C:12]=3[N:13]=[C:8]([CH2:7][CH2:6][C:5]([OH:26])=[O:4])[N:9]=2)[CH2:24][CH2:25]1. (2) Given the reactants C([O:3][C:4]([C:6]1[C:7]([CH:19]2[CH2:21][CH2:20]2)=[N:8][C:9]([N:13]2[CH2:18][CH2:17][O:16][CH2:15][CH2:14]2)=[CH:10][C:11]=1[CH3:12])=[O:5])C.[OH-].[Na+], predict the reaction product. The product is: [CH:19]1([C:7]2[C:6]([C:4]([OH:5])=[O:3])=[C:11]([CH3:12])[CH:10]=[C:9]([N:13]3[CH2:14][CH2:15][O:16][CH2:17][CH2:18]3)[N:8]=2)[CH2:21][CH2:20]1.